From a dataset of Reaction yield outcomes from USPTO patents with 853,638 reactions. Predict the reaction yield, written as a fraction of the theoretical maximum amount of product (1.0 means a 100% yield; for example, 0.34 means a 34% yield). The product is [NH2:1][C:2]1[N:7]=[CH:6][N:5]=[C:4]2[N:8]([CH2:15][C:16]3[O:17][C:18]4[C:23]([C:24](=[O:32])[C:25]=3[C:26]3[CH:27]=[CH:28][CH:29]=[CH:30][CH:31]=3)=[CH:22][CH:21]=[CH:20][CH:19]=4)[N:9]=[C:10]([CH2:11][CH2:12][CH2:13][OH:14])[C:3]=12. The yield is 0.420. The reactants are [NH2:1][C:2]1[N:7]=[CH:6][N:5]=[C:4]2[N:8]([CH2:15][C:16]3[O:17][C:18]4[C:23]([C:24](=[O:32])[C:25]=3[C:26]3[CH:31]=[CH:30][CH:29]=[CH:28][CH:27]=3)=[CH:22][CH:21]=[CH:20][CH:19]=4)[N:9]=[C:10]([C:11]#[C:12][CH2:13][OH:14])[C:3]=12.ClCCl. The catalyst is CO.CN1C2C(=CC=C(B3OC(C)(C)C(C)(C)O3)C=2)C(C)=N1.